This data is from Full USPTO retrosynthesis dataset with 1.9M reactions from patents (1976-2016). The task is: Predict the reactants needed to synthesize the given product. (1) Given the product [CH:10]1[C:11]2[C:12](=[CH:14][C:15]([NH:17][CH2:18][CH2:19][CH2:20][CH2:21][CH2:22][CH2:23][CH2:24][C:25]([NH:64][C:61]3[CH:62]=[CH:63][C:58]([F:57])=[CH:59][C:60]=3[NH2:65])=[O:26])=[O:16])[C:13]3[C:5](=[CH:4][CH:3]=[CH:2][CH:1]=3)[C:6]=2[CH:7]=[CH:8][CH:9]=1, predict the reactants needed to synthesize it. The reactants are: [CH:1]1[C:13]2[C:12](=[CH:14][C:15]([NH:17][CH2:18][CH2:19][CH2:20][CH2:21][CH2:22][CH2:23][CH2:24][C:25](O)=[O:26])=[O:16])[C:11]3[C:6](=[CH:7][CH:8]=[CH:9][CH:10]=3)[C:5]=2[CH:4]=[CH:3][CH:2]=1.Cl.C(N=C=NCCCN(C)C)C.OC1C2N=NNC=2C=CC=1.C(N(CC)CC)C.[F:57][C:58]1[CH:63]=[CH:62][C:61]([NH2:64])=[C:60]([NH2:65])[CH:59]=1. (2) Given the product [Cl:1][C:2]1[CH:10]=[C:9]([CH:11]=[O:12])[C:8]2[C:4](=[CH:5][N:6]([CH2:28][O:29][CH2:30][CH2:31][Si:32]([CH3:35])([CH3:34])[CH3:33])[N:7]=2)[CH:3]=1, predict the reactants needed to synthesize it. The reactants are: [Cl:1][C:2]1[CH:3]=[C:4]2[C:8](=[C:9]([CH:11]=[O:12])[CH:10]=1)[NH:7][N:6]=[CH:5]2.CN(C1CCCCC1)C1CCCCC1.Cl[CH2:28][O:29][CH2:30][CH2:31][Si:32]([CH3:35])([CH3:34])[CH3:33]. (3) Given the product [F:20][C:19]([F:22])([F:21])[C:17]([OH:23])=[O:18].[CH3:16][O:15][C:11]1([CH3:14])[CH2:12][CH2:13][NH:8][CH2:9][CH2:10]1, predict the reactants needed to synthesize it. The reactants are: C(OC([N:8]1[CH2:13][CH2:12][C:11]([O:15][CH3:16])([CH3:14])[CH2:10][CH2:9]1)=O)(C)(C)C.[C:17]([OH:23])([C:19]([F:22])([F:21])[F:20])=[O:18]. (4) Given the product [NH:11]1[C:15]2[CH:16]=[CH:17][CH:18]=[CH:19][C:14]=2[N:13]=[C:12]1[C@H:8]([NH:9][C:10]([NH:30][C@H:31]1[CH2:36][CH2:35][C@@H:34]([OH:37])[CH2:33][CH2:32]1)=[O:20])[CH2:7][C:6]1[CH:21]=[CH:22][C:3]([O:2][CH3:1])=[CH:4][CH:5]=1, predict the reactants needed to synthesize it. The reactants are: [CH3:1][O:2][C:3]1[CH:22]=[CH:21][C:6]([CH2:7][C@@H:8]2[C:12]3=[N:13][C:14]4[CH:19]=[CH:18][CH:17]=[CH:16][C:15]=4[N:11]3[C:10](=[O:20])[NH:9]2)=[CH:5][CH:4]=1.FC(F)(F)C(O)=O.[NH2:30][C@@H:31]1[CH2:36][CH2:35][C@H:34]([OH:37])[CH2:33][CH2:32]1.C(O)(C(F)(F)F)=O. (5) Given the product [ClH:1].[ClH:1].[C:38]([NH:42][C:20]([NH:19][C:17]1[CH:18]=[C:13]([C:12]2[CH:11]=[C:10]([O:30][CH:31]3[CH2:32][CH2:33][N:34]([CH3:37])[CH2:35][CH2:36]3)[N:9]=[N:8][C:7]=2[CH2:3][CH2:4][CH2:5][CH3:6])[CH:14]=[CH:15][C:16]=1[O:23][CH:24]1[CH2:29][CH2:28][CH2:27][CH2:26][CH2:25]1)=[O:22])([CH3:41])([CH3:40])[CH3:39], predict the reactants needed to synthesize it. The reactants are: [ClH:1].Cl.[CH2:3]([C:7]1[N:8]=[N:9][C:10]([O:30][CH:31]2[CH2:36][CH2:35][N:34]([CH3:37])[CH2:33][CH2:32]2)=[CH:11][C:12]=1[C:13]1[CH:14]=[CH:15][C:16]([O:23][CH:24]2[CH2:29][CH2:28][CH2:27][CH2:26][CH2:25]2)=[C:17]([NH:19][C:20](=[O:22])C)[CH:18]=1)[CH2:4][CH2:5][CH3:6].[C:38]([N:42]=C=O)([CH3:41])([CH3:40])[CH3:39].Cl. (6) Given the product [C:77]([NH:80][C:2]1[CH:11]=[C:10]2[C:5]([CH:6]=[C:7]([C:13]3[C:14]([F:28])=[CH:15][C:16]([F:27])=[C:17]([NH:19][C:20](=[O:26])[O:21][C:22]([CH3:25])([CH3:23])[CH3:24])[CH:18]=3)[C:8]([CH3:12])=[N:9]2)=[CH:4][N:3]=1)(=[O:79])[CH3:78], predict the reactants needed to synthesize it. The reactants are: Cl[C:2]1[CH:11]=[C:10]2[C:5]([CH:6]=[C:7]([C:13]3[C:14]([F:28])=[CH:15][C:16]([F:27])=[C:17]([NH:19][C:20](=[O:26])[O:21][C:22]([CH3:25])([CH3:24])[CH3:23])[CH:18]=3)[C:8]([CH3:12])=[N:9]2)=[CH:4][N:3]=1.CC1(C)C2C(=C(P(C3C=CC=CC=3)C3C=CC=CC=3)C=CC=2)OC2C(P(C3C=CC=CC=3)C3C=CC=CC=3)=CC=CC1=2.C([O-])([O-])=O.[Cs+].[Cs+].[C:77]([NH2:80])(=[O:79])[CH3:78]. (7) The reactants are: O1[C:5]2([CH2:10][CH2:9][CH:8]([CH2:11][CH2:12][C:13]3[C:22]4[C:17](=[CH:18][CH:19]=[C:20]([O:23][CH3:24])[CH:21]=4)[N:16]=[CH:15][CH:14]=3)[CH2:7][CH2:6]2)[O:4]CC1. Given the product [CH3:24][O:23][C:20]1[CH:21]=[C:22]2[C:17](=[CH:18][CH:19]=1)[N:16]=[CH:15][CH:14]=[C:13]2[CH2:12][CH2:11][CH:8]1[CH2:9][CH2:10][C:5](=[O:4])[CH2:6][CH2:7]1, predict the reactants needed to synthesize it.